This data is from Forward reaction prediction with 1.9M reactions from USPTO patents (1976-2016). The task is: Predict the product of the given reaction. The product is: [CH2:23]([C:21]1[CH:22]=[C:17]([OH:16])[C:18]([OH:35])=[C:19]([OH:31])[CH:20]=1)[CH2:24][C:25]1[CH:26]=[CH:27][CH:28]=[CH:29][CH:30]=1. Given the reactants O.C1(C)C=CC(S(O)(=O)=O)=CC=1.C([O:16][C:17]1[CH:22]=[C:21]([CH2:23][CH2:24][C:25]2[CH:30]=[CH:29][CH:28]=[CH:27][CH:26]=2)[CH:20]=[C:19]([O:31]C(=O)C)[C:18]=1[O:35]C(=O)C)(=O)C, predict the reaction product.